This data is from Forward reaction prediction with 1.9M reactions from USPTO patents (1976-2016). The task is: Predict the product of the given reaction. (1) Given the reactants [CH:1]1([C:4]2[N:9]=[N:8][C:7]([C:10]3[CH:19]=[CH:18][C:17]4[C:12](=[CH:13][CH:14]=[CH:15][CH:16]=4)[CH:11]=3)=[C:6]([C:20]3[CH:25]=[CH:24][N:23]=[CH:22][C:21]=3[F:26])[CH:5]=2)[CH2:3][CH2:2]1.[ClH:27], predict the reaction product. The product is: [ClH:27].[CH:1]1([C:4]2[N:9]=[N:8][C:7]([C:10]3[CH:19]=[CH:18][C:17]4[C:12](=[CH:13][CH:14]=[CH:15][CH:16]=4)[CH:11]=3)=[C:6]([C:20]3[CH:25]=[CH:24][N:23]=[CH:22][C:21]=3[F:26])[CH:5]=2)[CH2:3][CH2:2]1. (2) Given the reactants [C:1]([O:5][C:6](=[O:16])[NH:7][C:8]1[CH:13]=[CH:12][C:11]([F:14])=[CH:10][C:9]=1[NH2:15])([CH3:4])([CH3:3])[CH3:2].C([O:21][C:22](=O)[CH2:23][C:24]([C:26]1[CH:31]=[CH:30][CH:29]=[C:28]([C:32]2[C:33]([CH3:38])=[N:34][CH:35]=[CH:36][CH:37]=2)[CH:27]=1)=[O:25])(C)(C)C, predict the reaction product. The product is: [C:1]([O:5][C:6](=[O:16])[NH:7][C:8]1[CH:13]=[CH:12][C:11]([F:14])=[CH:10][C:9]=1[NH:15][C:22](=[O:21])[CH2:23][C:24]([C:26]1[CH:31]=[CH:30][CH:29]=[C:28]([C:32]2[C:33]([CH3:38])=[N:34][CH:35]=[CH:36][CH:37]=2)[CH:27]=1)=[O:25])([CH3:4])([CH3:2])[CH3:3].